Dataset: Forward reaction prediction with 1.9M reactions from USPTO patents (1976-2016). Task: Predict the product of the given reaction. (1) Given the reactants C([N:8]1[CH:12]=[C:11]([C:13]2[N:21](COCC[Si](C)(C)C)[C:20]3[C:19](=[O:30])[N:18]([CH2:31][CH2:32][CH3:33])[C:17](Cl)=[N:16][C:15]=3[N:14]=2)[CH:10]=[N:9]1)C1C=CC=CC=1.C1CCCCC=1, predict the reaction product. The product is: [CH2:31]([N:18]1[C:19](=[O:30])[C:20]2[NH:21][C:13]([C:11]3[CH:12]=[N:8][NH:9][CH:10]=3)=[N:14][C:15]=2[N:16]=[CH:17]1)[CH2:32][CH3:33]. (2) Given the reactants [O:1]1[CH:5]=[CH:4][CH:3]=[C:2]1[C:6]1[N:10]([C:11]2[CH:12]=[C:13]([CH:16]=[CH:17][CH:18]=2)[C:14]#[N:15])[N:9]=[C:8]([C:19]([F:22])([F:21])[F:20])[CH:7]=1.[H-].[Al+3].[Li+].[H-].[H-].[H-].O.[OH-].[Na+], predict the reaction product. The product is: [O:1]1[CH:5]=[CH:4][CH:3]=[C:2]1[C:6]1[N:10]([C:11]2[CH:12]=[C:13]([CH2:14][NH2:15])[CH:16]=[CH:17][CH:18]=2)[N:9]=[C:8]([C:19]([F:21])([F:20])[F:22])[CH:7]=1. (3) Given the reactants Cl[CH2:2][C:3]1[N:7]([CH3:8])[N:6]=[C:5]([C:9]2[CH:14]=[CH:13][C:12]([O:15][C:16]([F:19])([F:18])[F:17])=[CH:11][CH:10]=2)[CH:4]=1.C(=O)(O)[O-].[Na+].C(OCC)(=O)C.[C:31](#[N:33])C, predict the reaction product. The product is: [CH3:8][N:7]1[C:3]([CH2:2][C:31]#[N:33])=[CH:4][C:5]([C:9]2[CH:14]=[CH:13][C:12]([O:15][C:16]([F:19])([F:18])[F:17])=[CH:11][CH:10]=2)=[N:6]1.